From a dataset of NCI-60 drug combinations with 297,098 pairs across 59 cell lines. Regression. Given two drug SMILES strings and cell line genomic features, predict the synergy score measuring deviation from expected non-interaction effect. (1) Drug 1: CC12CCC3C(C1CCC2=O)CC(=C)C4=CC(=O)C=CC34C. Drug 2: C1=CC(=C2C(=C1NCCNCCO)C(=O)C3=C(C=CC(=C3C2=O)O)O)NCCNCCO. Cell line: UO-31. Synergy scores: CSS=46.0, Synergy_ZIP=-0.269, Synergy_Bliss=1.53, Synergy_Loewe=-9.30, Synergy_HSA=5.46. (2) Drug 1: C1=CC(=CC=C1CCC2=CNC3=C2C(=O)NC(=N3)N)C(=O)NC(CCC(=O)O)C(=O)O. Drug 2: CC12CCC3C(C1CCC2O)C(CC4=C3C=CC(=C4)O)CCCCCCCCCS(=O)CCCC(C(F)(F)F)(F)F. Cell line: KM12. Synergy scores: CSS=5.26, Synergy_ZIP=-3.39, Synergy_Bliss=-8.40, Synergy_Loewe=-6.83, Synergy_HSA=-7.33. (3) Drug 1: CC1C(C(CC(O1)OC2CC(CC3=C2C(=C4C(=C3O)C(=O)C5=C(C4=O)C(=CC=C5)OC)O)(C(=O)C)O)N)O.Cl. Drug 2: COC1=NC(=NC2=C1N=CN2C3C(C(C(O3)CO)O)O)N. Cell line: HOP-62. Synergy scores: CSS=20.4, Synergy_ZIP=6.65, Synergy_Bliss=10.2, Synergy_Loewe=-15.6, Synergy_HSA=6.13. (4) Drug 1: CC1=C(C=C(C=C1)NC(=O)C2=CC=C(C=C2)CN3CCN(CC3)C)NC4=NC=CC(=N4)C5=CN=CC=C5. Drug 2: N.N.Cl[Pt+2]Cl. Cell line: EKVX. Synergy scores: CSS=11.4, Synergy_ZIP=-2.48, Synergy_Bliss=1.84, Synergy_Loewe=-3.31, Synergy_HSA=-1.47.